The task is: Regression. Given two drug SMILES strings and cell line genomic features, predict the synergy score measuring deviation from expected non-interaction effect.. This data is from NCI-60 drug combinations with 297,098 pairs across 59 cell lines. (1) Drug 1: C1=CN(C(=O)N=C1N)C2C(C(C(O2)CO)O)O.Cl. Drug 2: C1=NC2=C(N=C(N=C2N1C3C(C(C(O3)CO)O)O)F)N. Cell line: ACHN. Synergy scores: CSS=63.7, Synergy_ZIP=0.747, Synergy_Bliss=0.739, Synergy_Loewe=2.62, Synergy_HSA=4.87. (2) Drug 1: CC1=CC2C(CCC3(C2CCC3(C(=O)C)OC(=O)C)C)C4(C1=CC(=O)CC4)C. Drug 2: C1CN1P(=S)(N2CC2)N3CC3. Cell line: T-47D. Synergy scores: CSS=5.22, Synergy_ZIP=-7.65, Synergy_Bliss=-10.8, Synergy_Loewe=-8.04, Synergy_HSA=-7.92.